From a dataset of Catalyst prediction with 721,799 reactions and 888 catalyst types from USPTO. Predict which catalyst facilitates the given reaction. (1) Reactant: C([O:3][C:4](=[O:27])[C:5]([S:16]([C:19]1[CH:24]=[CH:23][C:22]([O:25][CH3:26])=[CH:21][CH:20]=1)(=[O:18])=[O:17])([CH3:15])[CH2:6][CH:7]=[CH:8][C:9]1[CH:14]=[CH:13][CH:12]=[CH:11][CH:10]=1)C. Product: [CH3:26][O:25][C:22]1[CH:21]=[CH:20][C:19]([S:16]([C:5]([CH3:15])([CH2:6][CH:7]=[CH:8][C:9]2[CH:14]=[CH:13][CH:12]=[CH:11][CH:10]=2)[C:4]([OH:27])=[O:3])(=[O:18])=[O:17])=[CH:24][CH:23]=1. The catalyst class is: 273. (2) Product: [CH3:8][N:7]1[CH2:2][C:3]([C:27]2[CH:32]=[CH:31][N:30]=[CH:29][CH:28]=2)=[C:4]([C:9]2[CH:10]=[CH:11][C:12]([O:15][CH2:16][C:17]3[CH:26]=[CH:25][C:24]4[C:19](=[CH:20][CH:21]=[CH:22][CH:23]=4)[N:18]=3)=[CH:13][CH:14]=2)[C:5]1=[O:6]. The catalyst class is: 876. Reactant: O[CH2:2]/[C:3](/[C:27]1[CH:32]=[CH:31][N:30]=[CH:29][CH:28]=1)=[C:4](/[C:9]1[CH:14]=[CH:13][C:12]([O:15][CH2:16][C:17]2[CH:26]=[CH:25][C:24]3[C:19](=[CH:20][CH:21]=[CH:22][CH:23]=3)[N:18]=2)=[CH:11][CH:10]=1)\[C:5]([NH:7][CH3:8])=[O:6].P(Br)(Br)Br.C([O-])(O)=O.[Na+]. (3) Reactant: [CH2:1]([O:3][C:4]1[CH:5]=[C:6]([SH:10])[CH:7]=[CH:8][CH:9]=1)[CH3:2].Br.[NH2:12][C:13]1[S:14][C:15](Br)=[CH:16][N:17]=1.[OH-].[Na+]. Product: [CH2:1]([O:3][C:4]1[CH:5]=[C:6]([S:10][C:15]2[S:14][C:13]([NH2:12])=[N:17][CH:16]=2)[CH:7]=[CH:8][CH:9]=1)[CH3:2]. The catalyst class is: 1. (4) Reactant: [C:1]([C:5]1[CH:40]=[CH:39][C:8]([C:9]([NH:11][C:12]2[CH:17]=[CH:16][CH:15]=[C:14]([C:18]3[N:19]=[C:20]([NH:26][C:27]4[CH:32]=[CH:31][C:30]([NH:33][CH3:34])=[C:29]([N+:35]([O-])=O)[CH:28]=4)[C:21](=[O:25])[N:22]([CH3:24])[CH:23]=3)[C:13]=2[CH3:38])=[O:10])=[CH:7][CH:6]=1)([CH3:4])([CH3:3])[CH3:2].C(O)C.[H][H]. Product: [NH2:35][C:29]1[CH:28]=[C:27]([NH:26][C:20]2[C:21](=[O:25])[N:22]([CH3:24])[CH:23]=[C:18]([C:14]3[C:13]([CH3:38])=[C:12]([NH:11][C:9](=[O:10])[C:8]4[CH:39]=[CH:40][C:5]([C:1]([CH3:3])([CH3:4])[CH3:2])=[CH:6][CH:7]=4)[CH:17]=[CH:16][CH:15]=3)[N:19]=2)[CH:32]=[CH:31][C:30]=1[NH:33][CH3:34]. The catalyst class is: 153.